Dataset: Peptide-MHC class II binding affinity with 134,281 pairs from IEDB. Task: Regression. Given a peptide amino acid sequence and an MHC pseudo amino acid sequence, predict their binding affinity value. This is MHC class II binding data. The peptide sequence is YVENGLISRVLDGLV. The MHC is DRB1_0405 with pseudo-sequence DRB1_0405. The binding affinity (normalized) is 0.510.